Task: Predict the reaction yield, written as a fraction of the theoretical maximum amount of product (1.0 means a 100% yield; for example, 0.34 means a 34% yield).. Dataset: Reaction yield outcomes from USPTO patents with 853,638 reactions (1) The reactants are [Cl:1][C:2]1[CH:3]=[C:4]([C:15]2[O:19][N:18]=[C:17]([C:20]3[S:24][C:23]([CH2:25][N:26]4[CH2:29][CH:28]([C:30]([O:32]C)=[O:31])[CH2:27]4)=[CH:22][C:21]=3[CH2:34][CH3:35])[N:16]=2)[CH:5]=[CH:6][C:7]=1[O:8][C:9]1[CH:14]=[CH:13][CH:12]=[CH:11][CH:10]=1.[OH-].[Na+]. No catalyst specified. The product is [Cl:1][C:2]1[CH:3]=[C:4]([C:15]2[O:19][N:18]=[C:17]([C:20]3[S:24][C:23]([CH2:25][N:26]4[CH2:27][CH:28]([C:30]([OH:32])=[O:31])[CH2:29]4)=[CH:22][C:21]=3[CH2:34][CH3:35])[N:16]=2)[CH:5]=[CH:6][C:7]=1[O:8][C:9]1[CH:10]=[CH:11][CH:12]=[CH:13][CH:14]=1. The yield is 0.880. (2) The reactants are C(OC(C1C=C([C:12]2[CH:17]=[CH:16][C:15]([CH2:18][S:19][CH2:20][CH2:21][O:22][C:23]3[CH:28]=[CH:27][CH:26]=[CH:25][CH:24]=3)=[CH:14][CH:13]=2)C=CC=1)=O)C.[CH2:29]([O:31][C:32]([C:34]1[CH:39]=[CH:38][C:37](C2C=CC(CSCCO)=CC=2)=[CH:36][CH:35]=1)=[O:33])[CH3:30].C1(O)C=CC=CC=1.C1(P(C2C=CC=CC=2)C2C=CC=CC=2)C=CC=CC=1. The catalyst is C1COCC1. The product is [CH2:29]([O:31][C:32]([C:34]1[CH:39]=[CH:38][C:37]([C:12]2[CH:17]=[CH:16][C:15]([CH2:18][S:19][CH2:20][CH2:21][O:22][C:23]3[CH:28]=[CH:27][CH:26]=[CH:25][CH:24]=3)=[CH:14][CH:13]=2)=[CH:36][CH:35]=1)=[O:33])[CH3:30]. The yield is 0.990. (3) The reactants are [C:1]1([OH:7])[CH:6]=[CH:5][CH:4]=[CH:3][CH:2]=1.[H-].[Na+].I[C:11]1[C:16]([CH:17]([O:22][C:23]([CH3:26])([CH3:25])[CH3:24])[C:18]([O:20][CH3:21])=[O:19])=[CH:15][N:14]=[C:13]2[S:27][C:28]3[CH2:33][CH2:32][CH2:31][CH2:30][C:29]=3[C:12]=12.O1CCC[CH2:35]1. No catalyst specified. The product is [CH3:35][C:15]1[N:14]=[C:13]2[S:27][C:28]3[CH2:33][CH2:32][CH2:31][CH2:30][C:29]=3[C:12]2=[C:11]([O:7][C:1]2[CH:6]=[CH:5][CH:4]=[CH:3][CH:2]=2)[C:16]=1[CH:17]([O:22][C:23]([CH3:26])([CH3:25])[CH3:24])[C:18]([O:20][CH3:21])=[O:19]. The yield is 0.390.